From a dataset of Catalyst prediction with 721,799 reactions and 888 catalyst types from USPTO. Predict which catalyst facilitates the given reaction. (1) Reactant: [CH:1]1([C:4]2[CH:5]=[N:6][C:7]([NH:14][C:15]3[CH:16]=[C:17]4[C:21](=[C:22]([CH3:24])[CH:23]=3)[N:20]([CH2:25][C:26]3[CH:31]=[CH:30][CH:29]=[C:28]([F:32])[CH:27]=3)[CH:19]=[CH:18]4)=[C:8]([CH:13]=2)[C:9]([O:11]C)=[O:10])[CH2:3][CH2:2]1.[OH-].[Na+].Cl.C(OCC)(=O)C. Product: [CH:1]1([C:4]2[CH:5]=[N:6][C:7]([NH:14][C:15]3[CH:16]=[C:17]4[C:21](=[C:22]([CH3:24])[CH:23]=3)[N:20]([CH2:25][C:26]3[CH:31]=[CH:30][CH:29]=[C:28]([F:32])[CH:27]=3)[CH:19]=[CH:18]4)=[C:8]([CH:13]=2)[C:9]([OH:11])=[O:10])[CH2:3][CH2:2]1. The catalyst class is: 111. (2) Reactant: [F:1][C:2]1[CH:7]=[CH:6][C:5]([CH:8]([NH:24][C:25](=O)[CH:26]([CH3:28])[CH3:27])[C:9](=O)[C:10]2[CH:15]=[CH:14][N:13]=[C:12]([NH:16][C:17]3[CH:22]=[CH:21][CH:20]=[CH:19][CH:18]=3)[N:11]=2)=[CH:4][CH:3]=1.C([O-])(=O)C.[NH4+:34]. Product: [F:1][C:2]1[CH:7]=[CH:6][C:5]([C:8]2[NH:24][C:25]([CH:26]([CH3:28])[CH3:27])=[N:34][C:9]=2[C:10]2[CH:15]=[CH:14][N:13]=[C:12]([NH:16][C:17]3[CH:22]=[CH:21][CH:20]=[CH:19][CH:18]=3)[N:11]=2)=[CH:4][CH:3]=1. The catalyst class is: 8. (3) Reactant: [N+:1]([C:4]1[CH:9]=[CH:8][C:7]([NH:10][CH:11]2[CH2:16][CH2:15][CH:14]([O:17][CH2:18][C:19]([OH:21])=O)[CH2:13][CH2:12]2)=[CH:6][C:5]=1[C:22]([F:25])([F:24])[F:23])([O-:3])=[O:2].CCN=C=NCCCN(C)C.Cl.C1C=CC2N(O)N=NC=2C=1.C(N(CC)CC)C.[Cl:55][C:56]1[CH:57]=[CH:58][C:59]2[O:63][CH:62]([C:64]([N:66]3[CH2:71][CH2:70][NH:69][CH2:68][CH2:67]3)=[O:65])[CH2:61][C:60]=2[CH:72]=1. Product: [Cl:55][C:56]1[CH:57]=[CH:58][C:59]2[O:63][CH:62]([C:64]([N:66]3[CH2:67][CH2:68][N:69]([C:19](=[O:21])[CH2:18][O:17][CH:14]4[CH2:13][CH2:12][CH:11]([NH:10][C:7]5[CH:8]=[CH:9][C:4]([N+:1]([O-:3])=[O:2])=[C:5]([C:22]([F:24])([F:25])[F:23])[CH:6]=5)[CH2:16][CH2:15]4)[CH2:70][CH2:71]3)=[O:65])[CH2:61][C:60]=2[CH:72]=1. The catalyst class is: 4. (4) Reactant: [Si]([O:8][C:9]1[CH:14]=[CH:13][C:12]([C:15]2[S:16][CH2:17][C@@H:18]([C:20]([C:22]3[CH:27]=[C:26]([O:28][CH3:29])[C:25]([O:30][CH3:31])=[C:24]([O:32][CH3:33])[CH:23]=3)=[O:21])[N:19]=2)=[CH:11][CH:10]=1)(C(C)(C)C)(C)C.[F-].C([N+](CCCC)(CCCC)CCCC)CCC.C1COCC1. Product: [OH:8][C:9]1[CH:10]=[CH:11][C:12]([C:15]2[S:16][CH:17]=[C:18]([C:20]([C:22]3[CH:27]=[C:26]([O:28][CH3:29])[C:25]([O:30][CH3:31])=[C:24]([O:32][CH3:33])[CH:23]=3)=[O:21])[N:19]=2)=[CH:13][CH:14]=1. The catalyst class is: 2. (5) Reactant: [CH:1]1([N:5]2[CH2:24][CH2:23][C:8]3([CH2:13][CH2:12][N:11]([C:14]4[CH:22]=[CH:21][C:17]([C:18]([OH:20])=O)=[CH:16][CH:15]=4)[CH2:10][CH2:9]3)[CH2:7][CH2:6]2)[CH2:4][CH2:3][CH2:2]1.CN.F[P-](F)(F)(F)(F)F.[N:34]1(O[P+](N(C)C)(N(C)C)N(C)C)[C:38]2C=CC=CC=2N=N1. Product: [CH:1]1([N:5]2[CH2:6][CH2:7][C:8]3([CH2:13][CH2:12][N:11]([C:14]4[CH:22]=[CH:21][C:17]([C:18]([NH:34][CH3:38])=[O:20])=[CH:16][CH:15]=4)[CH2:10][CH2:9]3)[CH2:23][CH2:24]2)[CH2:4][CH2:3][CH2:2]1. The catalyst class is: 168. (6) Reactant: [CH2:1]([C@H:8]1[CH2:13][N:12](CC2C=CC=CC=2)[CH2:11][CH2:10][N:9]1[C:21]1[CH:26]=[CH:25][C:24]([C:27]([OH:33])([CH3:32])[C:28]([F:31])([F:30])[F:29])=[CH:23][CH:22]=1)[C:2]1[CH:7]=[CH:6][CH:5]=[CH:4][CH:3]=1. Product: [CH2:1]([C@H:8]1[CH2:13][NH:12][CH2:11][CH2:10][N:9]1[C:21]1[CH:26]=[CH:25][C:24]([C:27]([OH:33])([CH3:32])[C:28]([F:31])([F:30])[F:29])=[CH:23][CH:22]=1)[C:2]1[CH:7]=[CH:6][CH:5]=[CH:4][CH:3]=1. The catalyst class is: 50. (7) Reactant: Br[C:2]1[CH:3]=[N:4][C:5]([C:8](=[O:10])[CH3:9])=[N:6][CH:7]=1.[F:11][C:12]([F:23])([F:22])[C:13]1[CH:14]=[C:15](B(O)O)[CH:16]=[CH:17][CH:18]=1.[O-]P([O-])([O-])=O.[K+].[K+].[K+].CN(C1C(C2C(P(C3CCCCC3)C3CCCCC3)=CC=CC=2)=CC=CC=1)C. Product: [F:11][C:12]([F:23])([F:22])[C:13]1[CH:18]=[C:17]([C:2]2[CH:3]=[N:4][C:5]([C:8](=[O:10])[CH3:9])=[N:6][CH:7]=2)[CH:16]=[CH:15][CH:14]=1. The catalyst class is: 222. (8) Reactant: Cl[C:2]1[CH:7]=[C:6]([O:8][CH3:9])[N:5]=[C:4]([N:10]2[CH2:14][CH2:13][CH2:12][C@H:11]2[C:15]2[O:19][N:18]=[C:17]([C:20]3[N:25]=[CH:24][CH:23]=[CH:22][N:21]=3)[CH:16]=2)[N:3]=1.[NH2:26][C:27]1[N:31](C(OC(C)(C)C)=O)[N:30]=[C:29]([CH3:39])[CH:28]=1.C(=O)([O-])[O-].[Cs+].[Cs+]. Product: [CH3:9][O:8][C:6]1[N:5]=[C:4]([N:10]2[CH2:14][CH2:13][CH2:12][C@H:11]2[C:15]2[O:19][N:18]=[C:17]([C:20]3[N:25]=[CH:24][CH:23]=[CH:22][N:21]=3)[CH:16]=2)[N:3]=[C:2]([NH:26][C:27]2[CH:28]=[C:29]([CH3:39])[NH:30][N:31]=2)[CH:7]=1. The catalyst class is: 12. (9) Reactant: [CH3:1][N:2]1[C:14]2[CH2:13][CH2:12][C@@H:11]([CH:15]3[CH2:20][CH2:19][O:18][CH2:17][CH2:16]3)[CH2:10][C:9]=2[C:8]2[C:3]1=[CH:4][CH:5]=[C:6]([C:21]([OH:23])=O)[CH:7]=2.Cl.[CH2:25]([NH:27][C:28]([C@@H:30]1[CH2:34][CH2:33][NH:32][C:31]1=O)=[O:29])[CH3:26].CN(C(ON1N=NC2C=CC=NC1=2)=[N+](C)C)C.F[P-](F)(F)(F)(F)F.C(N(CC)C(C)C)(C)C. Product: [CH2:25]([NH:27][C:28]([C@H:30]1[CH2:34][CH2:33][N:32]([C:21]([C:6]2[CH:7]=[C:8]3[C:3](=[CH:4][CH:5]=2)[N:2]([CH3:1])[C:14]2[CH2:13][CH2:12][C@@H:11]([CH:15]4[CH2:20][CH2:19][O:18][CH2:17][CH2:16]4)[CH2:10][C:9]3=2)=[O:23])[CH2:31]1)=[O:29])[CH3:26]. The catalyst class is: 3.